This data is from Reaction yield outcomes from USPTO patents with 853,638 reactions. The task is: Predict the reaction yield, written as a fraction of the theoretical maximum amount of product (1.0 means a 100% yield; for example, 0.34 means a 34% yield). (1) The product is [CH2:37]([O:55][C:56]1[CH:57]=[C:58]([CH:100]([CH2:101][OH:102])[CH2:105][OH:106])[CH:59]=[C:60]([O:81][CH2:82][CH2:83][CH2:84][CH2:85][CH2:86][CH2:87][CH2:88][CH2:89][CH2:90][CH2:91][CH2:92][CH2:93][CH2:94][CH2:95][CH2:96][CH2:97][CH2:98][CH3:99])[C:61]=1[O:62][CH2:63][CH2:64][CH2:65][CH2:66][CH2:67][CH2:68][CH2:69][CH2:70][CH2:71][CH2:72][CH2:73][CH2:74][CH2:75][CH2:76][CH2:77][CH2:78][CH2:79][CH3:80])[CH2:38][CH2:39][CH2:40][CH2:41][CH2:42][CH2:43][CH2:44][CH2:45][CH2:46][CH2:47][CH2:48][CH2:49][CH2:50][CH2:51][CH2:52][CH2:53][CH3:54]. The yield is 0.900. The reactants are C(OC1C=CC(C(CO)CO)=CC=1)CCCCCCCCCCCCCCCCC.[H-].[H-].[H-].[H-].[Li+].[Al+3].[CH2:37]([O:55][C:56]1[CH:57]=[C:58]([CH:100]([C:105](OC)=[O:106])[C:101](OC)=[O:102])[CH:59]=[C:60]([O:81][CH2:82][CH2:83][CH2:84][CH2:85][CH2:86][CH2:87][CH2:88][CH2:89][CH2:90][CH2:91][CH2:92][CH2:93][CH2:94][CH2:95][CH2:96][CH2:97][CH2:98][CH3:99])[C:61]=1[O:62][CH2:63][CH2:64][CH2:65][CH2:66][CH2:67][CH2:68][CH2:69][CH2:70][CH2:71][CH2:72][CH2:73][CH2:74][CH2:75][CH2:76][CH2:77][CH2:78][CH2:79][CH3:80])[CH2:38][CH2:39][CH2:40][CH2:41][CH2:42][CH2:43][CH2:44][CH2:45][CH2:46][CH2:47][CH2:48][CH2:49][CH2:50][CH2:51][CH2:52][CH2:53][CH3:54]. The catalyst is C1COCC1. (2) The reactants are [N:1]([CH:4]1[CH2:13][CH2:12][CH2:11][C:10]2[N:9]=[CH:8][CH:7]=[N:6][C:5]1=2)=[N+]=[N-]. The catalyst is [Pd]. The product is [N:9]1[C:10]2[CH2:11][CH2:12][CH2:13][CH:4]([NH2:1])[C:5]=2[N:6]=[CH:7][CH:8]=1. The yield is 0.990. (3) The catalyst is ClCCl. The reactants are [CH:1]([N:14]1[CH2:17][CH:16]([CH2:18]O)[CH2:15]1)([C:8]1[CH:13]=[CH:12][CH:11]=[CH:10][CH:9]=1)[C:2]1[CH:7]=[CH:6][CH:5]=[CH:4][CH:3]=1.S(Cl)([Cl:22])=O. The yield is 1.00. The product is [ClH:22].[CH:1]([N:14]1[CH2:17][CH:16]([CH2:18][Cl:22])[CH2:15]1)([C:8]1[CH:13]=[CH:12][CH:11]=[CH:10][CH:9]=1)[C:2]1[CH:7]=[CH:6][CH:5]=[CH:4][CH:3]=1. (4) The reactants are C(N(CC)CC)C.[CH2:8]([O:10][C:11](=[O:23])[CH2:12][CH2:13][CH2:14][CH2:15][CH2:16][CH2:17][C:18](OCC)=[NH:19])[CH3:9].[C:24]([NH:32][NH2:33])(=[O:31])[C:25]1[CH:30]=[CH:29][CH:28]=[CH:27][CH:26]=1. The catalyst is C(O)C. The product is [CH2:8]([O:10][C:11](=[O:23])[CH2:12][CH2:13][CH2:14][CH2:15][CH2:16][CH2:17][C:18]([NH2:19])=[N:33][NH:32][C:24](=[O:31])[C:25]1[CH:30]=[CH:29][CH:28]=[CH:27][CH:26]=1)[CH3:9]. The yield is 0.640. (5) The reactants are C(O[C:4]([C:6]1[C:7]([O:24]C(=O)C(C)(C)C)=[C:8]2[C:14]([CH3:15])=[C:13]([CH3:16])[N:12]([CH2:17][C:18]3[CH:23]=[CH:22][CH:21]=[CH:20][CH:19]=3)[C:9]2=[CH:10][N:11]=1)=[O:5])C.C[O-].[Na+].Cl.[NH2:35][CH2:36][C:37]([OH:39])=[O:38]. The catalyst is CO. The product is [CH2:17]([N:12]1[C:9]2=[CH:10][N:11]=[C:6]([C:4]([NH:35][CH2:36][C:37]([OH:39])=[O:38])=[O:5])[C:7]([OH:24])=[C:8]2[C:14]([CH3:15])=[C:13]1[CH3:16])[C:18]1[CH:23]=[CH:22][CH:21]=[CH:20][CH:19]=1. The yield is 0.880. (6) The product is [F:14][C:10]1[CH:11]=[CH:12][C:13]2[N:5]3[CH2:4][CH2:3][CH2:2][N:1]=[C:6]3[C:7](=[O:19])[C:8]=2[CH:9]=1. The catalyst is CCO. The reactants are [NH2:1][CH2:2][CH2:3][CH2:4][N:5]1[C:13]2[C:8](=[CH:9][C:10]([F:14])=[CH:11][CH:12]=2)[C:7]2([O:19]CCCO2)[C:6]1=O.N. The yield is 0.680. (7) The reactants are [CH3:1][CH:2]([C:4](Br)([C:11]1[CH:16]=[CH:15][CH:14]=[CH:13][CH:12]=1)[C:5](=[O:10])[CH2:6][CH2:7][CH2:8][CH3:9])[CH3:3].[Cl-].[Li+].O. The catalyst is CN(C=O)C. The product is [CH3:1][C:2](=[C:4]([C:11]1[CH:16]=[CH:15][CH:14]=[CH:13][CH:12]=1)[C:5](=[O:10])[CH2:6][CH2:7][CH2:8][CH3:9])[CH3:3]. The yield is 0.460. (8) The reactants are [F:8][C:7]([F:10])([F:9])[C:6](O[C:6](=[O:11])[C:7]([F:10])([F:9])[F:8])=[O:11].[F:14][C:15]1[CH:20]=[CH:19][C:18]([C:21]2[CH:26]=[CH:25][CH:24]=[C:23]([NH2:27])[CH:22]=2)=[CH:17][C:16]=1[N+:28]([O-:30])=[O:29].C(N(CC)CC)C. The catalyst is ClCCl. The product is [F:14][C:15]1[CH:20]=[CH:19][C:18]([C:21]2[CH:26]=[CH:25][CH:24]=[C:23]([NH:27][C:6](=[O:11])[C:7]([F:8])([F:9])[F:10])[CH:22]=2)=[CH:17][C:16]=1[N+:28]([O-:30])=[O:29]. The yield is 0.650. (9) The reactants are [Br:1][C:2]1[CH:10]=[CH:9][CH:8]=[C:7]2[C:3]=1[CH2:4][CH2:5]/[C:6]/2=[N:11]\[S@:12]([C:14]([CH3:17])([CH3:16])[CH3:15])=[O:13].C1COCC1.[BH4-].[Na+]. The catalyst is C1(C)C=CC=CC=1. The product is [Br:1][C:2]1[CH:10]=[CH:9][CH:8]=[C:7]2[C:3]=1[CH2:4][CH2:5][C@@H:6]2[NH:11][S@:12]([C:14]([CH3:17])([CH3:16])[CH3:15])=[O:13]. The yield is 0.610. (10) The reactants are [Cl:1][C:2]1[CH:3]=[C:4]([C:9]2[N:10]=[C:11]([CH2:14][C:15]3[CH:24]=[CH:23][C:18]([C:19]([O:21]C)=[O:20])=[CH:17][CH:16]=3)[S:12][CH:13]=2)[CH:5]=[CH:6][C:7]=1[Cl:8].C(O)C.[OH-].[Na+]. The catalyst is O1CCCC1. The product is [Cl:1][C:2]1[CH:3]=[C:4]([C:9]2[N:10]=[C:11]([CH2:14][C:15]3[CH:24]=[CH:23][C:18]([C:19]([OH:21])=[O:20])=[CH:17][CH:16]=3)[S:12][CH:13]=2)[CH:5]=[CH:6][C:7]=1[Cl:8]. The yield is 0.770.